From a dataset of Reaction yield outcomes from USPTO patents with 853,638 reactions. Predict the reaction yield, written as a fraction of the theoretical maximum amount of product (1.0 means a 100% yield; for example, 0.34 means a 34% yield). (1) The reactants are [CH3:1][O:2][C:3](=[O:15])[C:4]1[C:5](=[C:10](I)[CH:11]=[CH:12][CH:13]=1)[C:6]([O:8][CH3:9])=[O:7].[CH:16]1([C:22]2[CH:28]=[CH:27][C:25]([NH2:26])=[CH:24][CH:23]=2)[CH2:21][CH2:20][CH2:19][CH2:18][CH2:17]1.C1C=CC(P(C2C(C3C(P(C4C=CC=CC=4)C4C=CC=CC=4)=CC=C4C=3C=CC=C4)=C3C(C=CC=C3)=CC=2)C2C=CC=CC=2)=CC=1.C(=O)([O-])[O-].[Cs+].[Cs+]. The catalyst is C1(C)C=CC=CC=1.C(Cl)Cl.C1C=CC(/C=C/C(/C=C/C2C=CC=CC=2)=O)=CC=1.C1C=CC(/C=C/C(/C=C/C2C=CC=CC=2)=O)=CC=1.C1C=CC(/C=C/C(/C=C/C2C=CC=CC=2)=O)=CC=1.[Pd].[Pd]. The product is [CH3:1][O:2][C:3](=[O:15])[C:4]1[C:5](=[C:10]([NH:26][C:25]2[CH:27]=[CH:28][C:22]([CH:16]3[CH2:21][CH2:20][CH2:19][CH2:18][CH2:17]3)=[CH:23][CH:24]=2)[CH:11]=[CH:12][CH:13]=1)[C:6]([O:8][CH3:9])=[O:7]. The yield is 0.780. (2) The reactants are [C:11]1([O:10]P(Cl)([O:10][C:11]2[CH:16]=[CH:15][CH:14]=[CH:13][CH:12]=2)=O)[CH:16]=[CH:15][CH:14]=[CH:13][CH:12]=1.C(N([CH2:23][CH3:24])CC)C.[NH2:25][CH:26]1[CH:31]2[CH2:32][CH2:33][N:28]([CH2:29][CH2:30]2)[CH:27]1[CH2:34][C:35]1[CH:36]=[N:37][CH:38]=[CH:39][CH:40]=1.[OH-:41].[Na+].Cl[CH2:44]Cl. No catalyst specified. The product is [N:37]1[CH:38]=[CH:39][CH:40]=[C:35]([CH2:34][CH:27]2[CH:26]([NH:25][C:44]([C:23]3[O:10][C:11]4[CH:12]=[CH:13][CH:14]=[CH:15][C:16]=4[CH:24]=3)=[O:41])[CH:31]3[CH2:30][CH2:29][N:28]2[CH2:33][CH2:32]3)[CH:36]=1. The yield is 0.420. (3) The reactants are [CH2:1]([OH:8])[C:2]1[CH:7]=[CH:6][CH:5]=[CH:4][CH:3]=1.[C:9](#[N:12])[CH:10]=[CH2:11].Cl. The catalyst is [OH-].[Na+]. The product is [CH2:1]([O:8][CH2:11][CH2:10][C:9]#[N:12])[C:2]1[CH:7]=[CH:6][CH:5]=[CH:4][CH:3]=1. The yield is 0.930. (4) The reactants are [CH2:1]([O:5][CH:6]([O:8][NH:9][C:10](=[O:28])[CH2:11][CH2:12][CH2:13][CH2:14][CH2:15][CH2:16][C:17]([NH:19][C:20]1[CH:25]=[CH:24][C:23]([CH2:26][OH:27])=[CH:22][CH:21]=1)=[O:18])[CH3:7])[CH:2]([CH3:4])[CH3:3]. The catalyst is C(Cl)Cl.O=[Mn]=O. The product is [CH2:1]([O:5][CH:6]([O:8][NH:9][C:10](=[O:28])[CH2:11][CH2:12][CH2:13][CH2:14][CH2:15][CH2:16][C:17]([NH:19][C:20]1[CH:21]=[CH:22][C:23]([CH:26]=[O:27])=[CH:24][CH:25]=1)=[O:18])[CH3:7])[CH:2]([CH3:4])[CH3:3]. The yield is 0.790. (5) The reactants are [F:1][C:2]1[CH:10]=[C:9]2[C:5]([C:6]([C:12]3[N:13]=[C:14]4[C:20]([C:21](O)=[O:22])=[CH:19][N:18]([CH2:24][O:25][CH2:26][CH2:27][Si:28]([CH3:31])([CH3:30])[CH3:29])[C:15]4=[N:16][CH:17]=3)=[N:7][N:8]2[CH3:11])=[CH:4][CH:3]=1.Cl.[F:33][C:34]([F:44])([F:43])[C:35]1[NH:39][C:38]([C@@H:40]([NH2:42])[CH3:41])=[N:37][CH:36]=1.C(N(C(C)C)CC)(C)C.C1CN(C(ON2N=NC3C2=CC=CC=3)=[N+]2CCCC2)CC1.F[P-](F)(F)(F)(F)F. The catalyst is CN(C=O)C.ClCCl.O. The product is [F:44][C:34]([F:33])([F:43])[C:35]1[NH:39][C:38]([C@@H:40]([NH:42][C:21]([C:20]2[C:14]3[C:15](=[N:16][CH:17]=[C:12]([C:6]4[C:5]5[C:9](=[CH:10][C:2]([F:1])=[CH:3][CH:4]=5)[N:8]([CH3:11])[N:7]=4)[N:13]=3)[N:18]([CH2:24][O:25][CH2:26][CH2:27][Si:28]([CH3:30])([CH3:29])[CH3:31])[CH:19]=2)=[O:22])[CH3:41])=[N:37][CH:36]=1. The yield is 0.620. (6) The reactants are [Cl:1][C:2]1[C:3]([N:19]2[CH2:24][CH2:23][CH2:22][C@@H:21]([NH:25]C(=O)OC(C)(C)C)[CH2:20]2)=[C:4]2[C:10]([NH:11][C:12]([CH:14]3[CH2:18][CH2:17][CH2:16][CH2:15]3)=[O:13])=[CH:9][NH:8][C:5]2=[N:6][CH:7]=1. The catalyst is Cl.CC(O)C. The product is [ClH:1].[NH2:25][C@@H:21]1[CH2:22][CH2:23][CH2:24][N:19]([C:3]2[C:2]([Cl:1])=[CH:7][N:6]=[C:5]3[NH:8][CH:9]=[C:10]([NH:11][C:12]([CH:14]4[CH2:15][CH2:16][CH2:17][CH2:18]4)=[O:13])[C:4]=23)[CH2:20]1. The yield is 1.15.